Dataset: Forward reaction prediction with 1.9M reactions from USPTO patents (1976-2016). Task: Predict the product of the given reaction. Given the reactants [C:1]12[C:7](=[CH:8][CH:9]=[N:10][CH:11]=1)[NH:6][C:5](=[O:12])[O:4][C:2]2=[O:3].[CH2:13](Br)[CH:14]=[CH2:15].C(N(CC)CC)C.C(Cl)(Cl)Cl, predict the reaction product. The product is: [CH2:15]([N:6]1[C:5](=[O:12])[O:4][C:2](=[O:3])[C:1]2=[CH:11][N:10]=[CH:9][CH:8]=[C:7]12)[CH:14]=[CH2:13].